From a dataset of Experimentally validated miRNA-target interactions with 360,000+ pairs, plus equal number of negative samples. Binary Classification. Given a miRNA mature sequence and a target amino acid sequence, predict their likelihood of interaction. The miRNA is hsa-miR-4710 with sequence GGGUGAGGGCAGGUGGUU. The protein sequence of the target gene is METPLEKALTTMVTTFHKYSGREGSKLTLSRKELKELIKKELCLGEMKESSIDDLMKSLDKNSDQEIDFKEYSVFLTMLCMAYNDFFLEDNK. Result: 0 (no interaction).